Dataset: CYP1A2 inhibition data for predicting drug metabolism from PubChem BioAssay. Task: Regression/Classification. Given a drug SMILES string, predict its absorption, distribution, metabolism, or excretion properties. Task type varies by dataset: regression for continuous measurements (e.g., permeability, clearance, half-life) or binary classification for categorical outcomes (e.g., BBB penetration, CYP inhibition). Dataset: cyp1a2_veith. The compound is CCc1nnc(NC(=O)C2Cc3ccccc3CN2S(=O)(=O)c2ccc(C)cc2)s1. The result is 0 (non-inhibitor).